From a dataset of Full USPTO retrosynthesis dataset with 1.9M reactions from patents (1976-2016). Predict the reactants needed to synthesize the given product. (1) Given the product [F:1][C:2]1[CH:7]=[C:6]([CH2:8][N:37]2[C:36]([C:43]([C:45]3[CH:46]=[C:47]([CH:52]=[CH:53][C:54]#[N:55])[CH:48]=[C:49]([CH3:51])[CH:50]=3)=[O:44])=[C:35]([CH:32]([CH3:33])[CH3:34])[C:40](=[O:41])[NH:39][C:38]2=[O:42])[CH:5]=[C:4]([NH:10][CH2:11][C:12]2[CH:17]=[CH:16][C:15]([O:18][CH3:19])=[CH:14][CH:13]=2)[N:3]=1, predict the reactants needed to synthesize it. The reactants are: [F:1][C:2]1[CH:7]=[C:6]([CH2:8]O)[CH:5]=[C:4]([NH:10][CH2:11][C:12]2[CH:17]=[CH:16][C:15]([O:18][CH3:19])=[CH:14][CH:13]=2)[N:3]=1.C(N(CC)CC)C.CS(Cl)(=O)=O.[CH:32]([C:35]1[C:40](=[O:41])[NH:39][C:38](=[O:42])[NH:37][C:36]=1[C:43]([C:45]1[CH:46]=[C:47]([CH:52]=[CH:53][C:54]#[N:55])[CH:48]=[C:49]([CH3:51])[CH:50]=1)=[O:44])([CH3:34])[CH3:33].C(=O)([O-])[O-].[K+].[K+].[I-].[Li+]. (2) The reactants are: Br[C:2]1[CH:7]=[C:6]([CH3:8])[C:5]([N:9]([Si:14]([CH3:17])([CH3:16])[CH3:15])[Si:10]([CH3:13])([CH3:12])[CH3:11])=[C:4]([CH3:18])[CH:3]=1.C([Li])CCC.[F:24][C:25]([F:36])([F:35])[C:26]([C:28]1[CH:33]=[CH:32][C:31]([F:34])=[CH:30][CH:29]=1)=[O:27]. Given the product [F:36][C:25]([F:24])([F:35])[C:26]([C:28]1[CH:29]=[CH:30][C:31]([F:34])=[CH:32][CH:33]=1)([C:2]1[CH:7]=[C:6]([CH3:8])[C:5]([N:9]([Si:14]([CH3:17])([CH3:16])[CH3:15])[Si:10]([CH3:13])([CH3:12])[CH3:11])=[C:4]([CH3:18])[CH:3]=1)[OH:27], predict the reactants needed to synthesize it.